From a dataset of Peptide-MHC class I binding affinity with 185,985 pairs from IEDB/IMGT. Regression. Given a peptide amino acid sequence and an MHC pseudo amino acid sequence, predict their binding affinity value. This is MHC class I binding data. The peptide sequence is EHNGGDDPL. The MHC is HLA-A02:01 with pseudo-sequence HLA-A02:01. The binding affinity (normalized) is 0.213.